This data is from Reaction yield outcomes from USPTO patents with 853,638 reactions. The task is: Predict the reaction yield, written as a fraction of the theoretical maximum amount of product (1.0 means a 100% yield; for example, 0.34 means a 34% yield). The reactants are [Cl:1][C:2]1[C:3]([O:12][C:13]2[CH:18]=[C:17]([O:19]COC)[CH:16]=[CH:15][C:14]=2[CH2:23][CH2:24][C:25]([O:27][CH2:28][CH3:29])=[O:26])=[N:4][CH:5]=[C:6]([C:8]([F:11])([F:10])[F:9])[CH:7]=1.Cl.[OH-].[Na+]. The catalyst is O1CCCC1.C(OCC)(=O)C. The product is [Cl:1][C:2]1[C:3]([O:12][C:13]2[CH:18]=[C:17]([OH:19])[CH:16]=[CH:15][C:14]=2[CH2:23][CH2:24][C:25]([O:27][CH2:28][CH3:29])=[O:26])=[N:4][CH:5]=[C:6]([C:8]([F:10])([F:9])[F:11])[CH:7]=1. The yield is 0.830.